Dataset: Forward reaction prediction with 1.9M reactions from USPTO patents (1976-2016). Task: Predict the product of the given reaction. (1) Given the reactants C(=O)([O-])[O-].[Cs+].[Cs+].[OH:7][C:8]1[C:17]2[C:12](=[CH:13][CH:14]=[CH:15][CH:16]=2)[CH:11]=[CH:10][C:9]=1[C:18]([O:20][CH3:21])=[O:19].Br[CH2:23][CH2:24][O:25][C:26]1[CH:31]=[CH:30][CH:29]=[CH:28][CH:27]=1.Cl, predict the reaction product. The product is: [CH3:21][O:20][C:18]([C:9]1[CH:10]=[CH:11][C:12]2[C:17](=[CH:16][CH:15]=[CH:14][CH:13]=2)[C:8]=1[O:7][CH2:23][CH2:24][O:25][C:26]1[CH:31]=[CH:30][CH:29]=[CH:28][CH:27]=1)=[O:19]. (2) The product is: [CH3:1][C:2]1[CH:7]=[C:6]([CH3:8])[CH:5]=[CH:4][C:3]=1[N:9]([CH2:20][CH:21]([CH3:23])[CH3:22])[S:10]([C:13]1[CH:18]=[CH:17][C:16]([O:19][CH2:25][C:26]2[NH:31][C:30](=[O:32])[NH:29][C:28](=[O:33])[CH:27]=2)=[CH:15][CH:14]=1)(=[O:12])=[O:11]. Given the reactants [CH3:1][C:2]1[CH:7]=[C:6]([CH3:8])[CH:5]=[CH:4][C:3]=1[N:9]([CH2:20][CH:21]([CH3:23])[CH3:22])[S:10]([C:13]1[CH:18]=[CH:17][C:16]([OH:19])=[CH:15][CH:14]=1)(=[O:12])=[O:11].O[CH2:25][C:26]1[NH:31][C:30](=[O:32])[NH:29][C:28](=[O:33])[CH:27]=1.C1(P(C2C=CC=CC=2)C2C=CC=CC=2)C=CC=CC=1.N(C(OC(C)C)=O)=NC(OC(C)C)=O, predict the reaction product. (3) Given the reactants [F:1][C:2]1[CH:3]=[C:4]2[C:8](=[CH:9][CH:10]=1)[NH:7][C:6]([CH3:11])=[C:5]2[I:12].Br[CH2:14][C:15]([O:17][CH3:18])=[O:16].C(=O)([O-])[O-].[K+].[K+].O, predict the reaction product. The product is: [F:1][C:2]1[CH:3]=[C:4]2[C:8](=[CH:9][CH:10]=1)[N:7]([CH2:14][C:15]([O:17][CH3:18])=[O:16])[C:6]([CH3:11])=[C:5]2[I:12]. (4) The product is: [F:23][C:2]([F:1])([F:24])[C:3]1[CH:22]=[CH:21][CH:20]=[CH:19][C:4]=1[CH2:5][CH:6]1[CH2:7][CH2:8][N:9]([C:12]([O:14][C:15]([CH3:18])([CH3:17])[CH3:16])=[O:13])[CH2:10][CH2:11]1. Given the reactants [F:1][C:2]([F:24])([F:23])[C:3]1[CH:22]=[CH:21][CH:20]=[CH:19][C:4]=1[CH:5]=[C:6]1[CH2:11][CH2:10][N:9]([C:12]([O:14][C:15]([CH3:18])([CH3:17])[CH3:16])=[O:13])[CH2:8][CH2:7]1, predict the reaction product. (5) Given the reactants I[C:2]1[CH:7]=[CH:6][C:5]([N+:8]([O-:10])=[O:9])=[CH:4][CH:3]=1.C(=O)([O-])[O-].[Cs+].[Cs+].C1(P(C2C=CC=CC=2)C2C=CC3C(=CC=CC=3)C=2C2C3C(=CC=CC=3)C=CC=2P(C2C=CC=CC=2)C2C=CC=CC=2)C=CC=CC=1.[NH2:63][C:64]1[CH:65]=[CH:66][C:67]([O:79][CH3:80])=[C:68]([C:70]2[CH:75]=[CH:74][CH:73]=[C:72]([C:76](=[O:78])[CH3:77])[CH:71]=2)[CH:69]=1, predict the reaction product. The product is: [CH3:80][O:79][C:67]1[CH:66]=[CH:65][C:64]([NH:63][C:2]2[CH:7]=[CH:6][C:5]([N+:8]([O-:10])=[O:9])=[CH:4][CH:3]=2)=[CH:69][C:68]=1[C:70]1[CH:75]=[CH:74][CH:73]=[C:72]([C:76](=[O:78])[CH3:77])[CH:71]=1. (6) Given the reactants [Cl:1][C:2]1[N:7]=[CH:6][C:5]([CH2:8]O)=[CH:4][C:3]=1[CH3:10].S(Cl)([Cl:13])=O, predict the reaction product. The product is: [Cl:1][C:2]1[C:3]([CH3:10])=[CH:4][C:5]([CH2:8][Cl:13])=[CH:6][N:7]=1.